From a dataset of Experimentally validated miRNA-target interactions with 360,000+ pairs, plus equal number of negative samples. Binary Classification. Given a miRNA mature sequence and a target amino acid sequence, predict their likelihood of interaction. (1) The miRNA is mmu-miR-1894-5p with sequence CUCUCCCCUACCACCUGCCUCU. The protein sequence of the target gene is MKLIVGIGGMTNGGKTTLTNSLLRALPNCCVIHQDDFFKPQDQIAVGEDGFKQWDVLESLDMEAMLDTVQAWLSSPQKFARAHGVSVQPEASDTHILLLEGFLLYSYKPLVDLYSRRYFLTVPYEECKWRRSTRNYTVPDPPGLFDGHVWPMYQKYRQEMEANGVEVVYLDGMKSREELFREVLEDIQNSLLNRSQESAPSPARPARTQGPGRGCGHRTARPAASQQDSM. Result: 0 (no interaction). (2) The miRNA is mmu-miR-467f with sequence AUAUACACACACACACCUACA. The protein sequence of the target gene is MVAAPCARRLARRSHSALLAALMVLLLHTLVVWNFSSLDSGAGEQRRAGAAAGAAEQQQPAAPRRERRDLAAHLPAARGGPGGRAGGGGARGGGPGGARAQQPASRGALASRARDPQPSPLITLETQDGYFSHRPKEKVRTDSNNENSVPKDFENVDNSNFAPRTQKQKHQPELAKKPPSRQKEHLQRKLDALDKRQGQSVLGKGPKEVLPPREKATGNSSQGKDLSRHSHARKSGGGGSPETKSDQAPKCDISGKEAISALTRAKSKHCRQEIAETYCRHKLGLLMPEKVARFCPLKGK.... Result: 1 (interaction). (3) The miRNA is cel-miR-253-5p with sequence CUUUUCACACACCUCACUAACA. The protein sequence of the target gene is MSDTILGFNKSNVVLAAGIAGAAFLGYCIYFDHKRINAPDYKDKIRQKRRAQAGAGGMAPRRPAAAGNDAAPDVTDPSQMQRFFLQEVQLGEELMAAGNVDEGAVHIANAVMLCGESQQLLSIFQQTLSEDQFRAVVQQLPSTRERLAEMFGAKADEAENEPPMVQYLGDGPPPAQIQELIDDTDDLE. Result: 1 (interaction).